This data is from Catalyst prediction with 721,799 reactions and 888 catalyst types from USPTO. The task is: Predict which catalyst facilitates the given reaction. (1) Reactant: [CH3:1][C:2]1[C:7]([CH2:8][NH2:9])=[CH:6][CH:5]=[C:4]([CH3:10])[N:3]=1.[C:11]([CH2:13][C:14](O)=[O:15])#[N:12].Cl.C(N=C=NCCCN(C)C)C. Product: [C:11]([CH2:13][C:14]([NH:9][CH2:8][C:7]1[C:2]([CH3:1])=[N:3][C:4]([CH3:10])=[CH:5][CH:6]=1)=[O:15])#[N:12]. The catalyst class is: 39. (2) Reactant: [S:1]1[C:5]2[CH2:6][CH2:7][CH2:8][O:9][C:4]=2[N:3]=[C:2]1[C:10]1[CH:15]=[CH:14][C:13](O)=[C:12]([CH2:17][CH2:18][CH3:19])[CH:11]=1.C([O-])([O-])=O.[Cs+].[Cs+].[Br:26][CH2:27][CH2:28][CH2:29]Br.O. Product: [Br:26][CH2:27][CH2:28][CH2:29][C:13]1[CH:14]=[CH:15][C:10]([C:2]2[S:1][C:5]3[CH2:6][CH2:7][CH2:8][O:9][C:4]=3[N:3]=2)=[CH:11][C:12]=1[CH2:17][CH2:18][CH3:19]. The catalyst class is: 3. (3) Reactant: [Cl:1][C:2]1[C:3]([NH:15][C:16]2[CH:21]=[CH:20][C:19]([Cl:22])=[CH:18][CH:17]=2)=[N:4][CH:5]=[C:6]([C:8]2[NH:9][CH:10]=[C:11]([CH2:13][CH3:14])[N:12]=2)[CH:7]=1.[H-].[Na+].I[CH2:26][CH2:27][CH3:28]. Product: [Cl:1][C:2]1[C:3]([NH:15][C:16]2[CH:21]=[CH:20][C:19]([Cl:22])=[CH:18][CH:17]=2)=[N:4][CH:5]=[C:6]([C:8]2[N:9]([CH2:26][CH2:27][CH3:28])[CH:10]=[C:11]([CH2:13][CH3:14])[N:12]=2)[CH:7]=1. The catalyst class is: 18. (4) Reactant: C([O:3][C:4](=[O:41])[C@H:5]([OH:40])[CH2:6][NH:7][C:8](=[O:39])[C:9]1[CH:14]=[CH:13][C:12]([CH2:15][N:16]([C:27]2[CH:32]=[CH:31][C:30]([CH:33]3[CH2:38][CH2:37][CH2:36][CH2:35][CH2:34]3)=[CH:29][CH:28]=2)[C:17]([NH:19][C:20]2[CH:25]=[CH:24][CH:23]=[C:22]([Br:26])[CH:21]=2)=[O:18])=[CH:11][CH:10]=1)C.[OH-].[Na+].Cl. Product: [Br:26][C:22]1[CH:21]=[C:20]([NH:19][C:17](=[O:18])[N:16]([CH2:15][C:12]2[CH:11]=[CH:10][C:9]([C:8]([NH:7][CH2:6][C@@H:5]([OH:40])[C:4]([OH:41])=[O:3])=[O:39])=[CH:14][CH:13]=2)[C:27]2[CH:32]=[CH:31][C:30]([CH:33]3[CH2:34][CH2:35][CH2:36][CH2:37][CH2:38]3)=[CH:29][CH:28]=2)[CH:25]=[CH:24][CH:23]=1. The catalyst class is: 8. (5) Reactant: [C:1]([C@@H:5]1[NH:9][C:8](=O)[CH2:7][CH2:6]1)([CH3:4])([CH3:3])[CH3:2].[F:11][B-:12]([F:15])([F:14])[F:13].[CH3:16][O+](C)C.[F:20][C:21]1[C:26]([NH:27][NH2:28])=[C:25]([F:29])[C:24]([F:30])=[C:23]([F:31])[C:22]=1[F:32]. Product: [NH+:27]1[NH:28][N:9]=[CH:8][CH:7]=1.[F:11][B-:12]([F:15])([F:14])[F:13].[C:1]([CH:5]1[N:9]2[C:8](=[N:28][N+:27]([C:26]3[C:21]([F:20])=[C:22]([F:32])[C:23]([F:31])=[C:24]([F:30])[C:25]=3[F:29])=[CH:16]2)[CH2:7][CH2:6]1)([CH3:4])([CH3:3])[CH3:2]. The catalyst class is: 4. (6) Reactant: [Br:1][CH2:2][CH2:3][N:4]1[C:8]([CH2:9][NH:10]C(=O)OC(C)(C)C)=[N:7][C:6]([C:18]2[CH:23]=[CH:22][N:21]=[CH:20][CH:19]=2)=[N:5]1.Br. Product: [BrH:1].[Br:1][CH2:2][CH2:3][N:4]1[C:8]([CH2:9][NH2:10])=[N:7][C:6]([C:18]2[CH:23]=[CH:22][N:21]=[CH:20][CH:19]=2)=[N:5]1. The catalyst class is: 15. (7) Reactant: Br[C:2]1[CH:7]=[CH:6][CH:5]=[CH:4][C:3]=1[CH:8]1[CH2:12][O:11][C:10](=[O:13])[NH:9]1.N1C=CC=C1C(O)=O.[N:22]1([C:28]([O:30][C:31]([CH3:34])([CH3:33])[CH3:32])=[O:29])[CH2:27][CH2:26][NH:25][CH2:24][CH2:23]1.[O-]P([O-])([O-])=O.[K+].[K+].[K+]. Product: [O:13]=[C:10]1[NH:9][CH:8]([C:3]2[CH:4]=[CH:5][CH:6]=[CH:7][C:2]=2[N:25]2[CH2:24][CH2:23][N:22]([C:28]([O:30][C:31]([CH3:34])([CH3:33])[CH3:32])=[O:29])[CH2:27][CH2:26]2)[CH2:12][O:11]1. The catalyst class is: 156. (8) Reactant: [CH:1]1([CH2:4][S:5]([CH2:8][C@H:9]([NH:27][C:28]([N:30]2[CH2:35][CH2:34][O:33][CH2:32][CH2:31]2)=[O:29])[C:10](=[O:26])[NH:11][C@H:12]([CH:15]([OH:25])[C:16]2[N:20]=[C:19]([C:21]([F:24])([F:23])[F:22])[O:18][N:17]=2)[CH2:13][CH3:14])(=[O:7])=[O:6])[CH2:3][CH2:2]1.CC(OI1(OC(C)=O)(OC(C)=O)OC(=O)C2C=CC=CC1=2)=O. Product: [CH:1]1([CH2:4][S:5]([CH2:8][C@H:9]([NH:27][C:28]([N:30]2[CH2:35][CH2:34][O:33][CH2:32][CH2:31]2)=[O:29])[C:10](=[O:26])[NH:11][C@H:12]([C:15]([C:16]2[N:20]=[C:19]([C:21]([F:24])([F:23])[F:22])[O:18][N:17]=2)=[O:25])[CH2:13][CH3:14])(=[O:6])=[O:7])[CH2:3][CH2:2]1. The catalyst class is: 2.